This data is from Forward reaction prediction with 1.9M reactions from USPTO patents (1976-2016). The task is: Predict the product of the given reaction. Given the reactants [Cl:1][C:2]1[CH:3]=[CH:4][C:5]2[C:11]3[N:12](CC4C=CC(OC)=CC=4OC)[C:13](=[O:21])[C:14]([C:17]([O:19]C)=[O:18])=[C:15]([OH:16])[C:10]=3[CH2:9][CH2:8][CH2:7][C:6]=2[CH:33]=1.[CH3:34][N:35]1[CH2:40][CH2:39][NH:38][CH2:37][CH2:36]1, predict the reaction product. The product is: [ClH:1].[OH:16][C:15]1[C:10]2[CH2:9][CH2:8][CH2:7][C:6]3[CH:33]=[C:2]([N:38]4[CH2:39][CH2:40][N:35]([CH3:34])[CH2:36][CH2:37]4)[CH:3]=[CH:4][C:5]=3[C:11]=2[NH:12][C:13](=[O:21])[C:14]=1[C:17]([OH:19])=[O:18].